Predict the product of the given reaction. From a dataset of Forward reaction prediction with 1.9M reactions from USPTO patents (1976-2016). (1) The product is: [CH2:36]([Si:35]([CH2:40][CH3:41])([CH2:38][CH3:39])[O:27][CH:22]1[CH2:23][CH2:24][C@@:25]2([CH3:26])[C:20](=[CH:19][CH:18]=[C:17]3[C@@H:16]2[CH2:15][CH2:14][C@@:13]2([CH3:28])[C@H:12]3[CH2:11][CH2:10][C@@H:9]2[C@@H:2]([CH3:1])[CH2:3][CH2:4][CH2:5][CH:6]([CH3:7])[CH3:8])[CH2:21]1)[CH3:37]. Given the reactants [CH3:1][C@@H:2]([C@@H:9]1[C@@:13]2([CH3:28])[CH2:14][CH2:15][CH2:16]/[C:17](=[CH:18]\[CH:19]=[C:20]3\[CH2:21][C@@H:22]([OH:27])[CH2:23][CH2:24][C:25]\3=[CH2:26])/[C@@H:12]2[CH2:11][CH2:10]1)[CH2:3][CH2:4][CH2:5][CH:6]([CH3:8])[CH3:7].N1C=CN=C1.Cl[Si:35]([CH2:40][CH3:41])([CH2:38][CH3:39])[CH2:36][CH3:37].[Cl-].[NH4+], predict the reaction product. (2) The product is: [CH2:22]([O:29][C:30]1[CH:35]=[CH:34][C:33]([O:21][C:5]2[CH:4]=[C:3]([O:2][CH3:1])[CH:12]=[C:11]3[C:6]=2[CH2:7][CH:8]([C:13]2[CH:14]=[CH:15][C:16]([O:19][CH3:20])=[CH:17][CH:18]=2)[CH2:9][CH2:10]3)=[CH:32][CH:31]=1)[C:23]1[CH:28]=[CH:27][CH:26]=[CH:25][CH:24]=1. Given the reactants [CH3:1][O:2][C:3]1[CH:4]=[C:5]([OH:21])[C:6]2[CH2:7][CH:8]([C:13]3[CH:18]=[CH:17][C:16]([O:19][CH3:20])=[CH:15][CH:14]=3)[CH2:9][CH2:10][C:11]=2[CH:12]=1.[CH2:22]([O:29][C:30]1[CH:35]=[CH:34][C:33](B(O)O)=[CH:32][CH:31]=1)[C:23]1[CH:28]=[CH:27][CH:26]=[CH:25][CH:24]=1.C(N(CC)CC)C, predict the reaction product. (3) Given the reactants CCN(C(C)C)C(C)C.OC(C(F)(F)F)=O.[NH2:17][CH2:18][C:19]([N:21]1[CH2:26][CH2:25][N:24]([C:27](=[O:38])[C:28]2[CH:33]=[CH:32][CH:31]=[CH:30][C:29]=2[C:34]([F:37])([F:36])[F:35])[CH2:23][CH2:22]1)=[O:20].C1C=CC2N(O)N=NC=2C=1.CCN=C=NCCCN(C)C.Cl.[C:61]([C:69]1[CH:77]=[CH:76][C:72]([C:73](O)=[O:74])=[CH:71][CH:70]=1)(=[O:68])[C:62]1[CH:67]=[CH:66][CH:65]=[CH:64][CH:63]=1, predict the reaction product. The product is: [C:61]([C:69]1[CH:70]=[CH:71][C:72]([C:73]([NH:17][CH2:18][C:19](=[O:20])[N:21]2[CH2:22][CH2:23][N:24]([C:27](=[O:38])[C:28]3[CH:33]=[CH:32][CH:31]=[CH:30][C:29]=3[C:34]([F:37])([F:35])[F:36])[CH2:25][CH2:26]2)=[O:74])=[CH:76][CH:77]=1)(=[O:68])[C:62]1[CH:63]=[CH:64][CH:65]=[CH:66][CH:67]=1. (4) Given the reactants [CH3:1][NH:2][C:3](=O)[CH3:4].N1C(C)=CC=CC=1C.C(Cl)(=O)C(Cl)=O.[I:20][C:21]1[CH:22]=[C:23]([CH:28]=[CH:29][CH:30]=1)[C:24]([NH:26][NH2:27])=O.C(=O)(O)[O-].[Na+], predict the reaction product. The product is: [I:20][C:21]1[CH:22]=[C:23]([C:24]2[N:2]([CH3:1])[C:3]([CH3:4])=[N:27][N:26]=2)[CH:28]=[CH:29][CH:30]=1.